The task is: Predict the product of the given reaction.. This data is from Forward reaction prediction with 1.9M reactions from USPTO patents (1976-2016). Given the reactants C([Si]([C:11]#[C:12][C:13]1[CH:14]=[CH:15][C:16]2[N:17]([CH2:38][CH:39]([OH:50])[CH2:40][NH:41][C:42]3[CH:47]=[CH:46][CH:45]=[C:44]([O:48][CH3:49])[CH:43]=3)[C:18]3[C:23]([C:24]=2[CH:25]=1)=[CH:22][C:21]([C:26]#[C:27][Si](C(C)C)(C(C)C)C(C)C)=[CH:20][CH:19]=3)(C(C)C)C(C)C)(C)C.CCCC[N+](CCCC)(CCCC)CCCC.[F-].C(O)(=O)C, predict the reaction product. The product is: [C:26]([C:21]1[CH:20]=[CH:19][C:18]2[N:17]([CH2:38][CH:39]([OH:50])[CH2:40][NH:41][C:42]3[CH:47]=[CH:46][CH:45]=[C:44]([O:48][CH3:49])[CH:43]=3)[C:16]3[C:24]([C:23]=2[CH:22]=1)=[CH:25][C:13]([C:12]#[CH:11])=[CH:14][CH:15]=3)#[CH:27].